This data is from Reaction yield outcomes from USPTO patents with 853,638 reactions. The task is: Predict the reaction yield, written as a fraction of the theoretical maximum amount of product (1.0 means a 100% yield; for example, 0.34 means a 34% yield). (1) The yield is 0.610. The product is [C:1]([NH:8][CH2:9][CH2:10][CH:11]([NH:19][C:20](=[O:26])[O:21][C:22]([CH3:23])([CH3:25])[CH3:24])[C:12]1[CH:13]=[CH:14][C:15]([Cl:18])=[CH:16][CH:17]=1)(=[O:3])[CH3:2]. The reactants are [C:1](OC(=O)C)(=[O:3])[CH3:2].[NH2:8][CH2:9][CH2:10][CH:11]([NH:19][C:20](=[O:26])[O:21][C:22]([CH3:25])([CH3:24])[CH3:23])[C:12]1[CH:17]=[CH:16][C:15]([Cl:18])=[CH:14][CH:13]=1.C(N(CC)C(C)C)(C)C. The catalyst is C(Cl)Cl. (2) The reactants are C1(P(C2C=CC=CC=2)C2C=CC=CC=2)C=CC=CC=1.BrN1C(=O)CCC1=O.[Cl:28][C:29]1[CH:30]=[C:31]([C@@H:39]([CH2:43][CH:44]2[CH2:48][CH2:47][CH2:46][CH2:45]2)[C:40]([OH:42])=O)[CH:32]=[CH:33][C:34]=1[S:35]([CH3:38])(=[O:37])=[O:36].[NH2:49][C:50]1[CH:55]=[CH:54][CH:53]=[CH:52][N:51]=1.N1C=CC=CC=1. The catalyst is C(Cl)Cl.O. The product is [Cl:28][C:29]1[CH:30]=[C:31]([C@@H:39]([CH2:43][CH:44]2[CH2:48][CH2:47][CH2:46][CH2:45]2)[C:40]([NH:49][C:50]2[CH:55]=[CH:54][CH:53]=[CH:52][N:51]=2)=[O:42])[CH:32]=[CH:33][C:34]=1[S:35]([CH3:38])(=[O:36])=[O:37]. The yield is 0.815.